From a dataset of Forward reaction prediction with 1.9M reactions from USPTO patents (1976-2016). Predict the product of the given reaction. (1) Given the reactants [CH2:1]([O:3][C:4](=[O:18])[C@H:5]([CH2:10][C:11]1[CH:16]=[CH:15][C:14]([OH:17])=[CH:13][CH:12]=1)[NH:6][C:7](=[O:9])[CH3:8])[CH3:2].C([O-])([O-])=O.[Cs+].[Cs+].Br[CH2:26][CH2:27][CH2:28][CH2:29][CH2:30][S:31][C:32]1[C:41]2[C:36](=[CH:37][C:38]([C:42]([F:45])([F:44])[F:43])=[CH:39][CH:40]=2)[N:35]=[CH:34][CH:33]=1, predict the reaction product. The product is: [F:45][C:42]([F:43])([F:44])[C:38]1[CH:37]=[C:36]2[C:41]([C:32]([S:31][CH2:30][CH2:29][CH2:28][CH2:27][CH2:26][O:17][C:14]3[CH:13]=[CH:12][C:11]([CH2:10][C@H:5]([NH:6][C:7](=[O:9])[CH3:8])[C:4]([O:3][CH2:1][CH3:2])=[O:18])=[CH:16][CH:15]=3)=[CH:33][CH:34]=[N:35]2)=[CH:40][CH:39]=1. (2) Given the reactants [S:1]1[CH:5]=[CH:4][N:3]=[C:2]1[CH:6]=[O:7].C(=O)([O-])[O-].[K+].[K+].[F:14][C:15]([Si](C)(C)C)([F:17])[F:16], predict the reaction product. The product is: [F:14][C:15]([F:17])([F:16])[CH:6]([C:2]1[S:1][CH:5]=[CH:4][N:3]=1)[OH:7]. (3) Given the reactants [NH2:1][C:2]1[NH:6][N:5]=[C:4]([NH:7][C:8]2[CH:13]=[CH:12][C:11]([N:14]([CH3:16])[CH3:15])=[CH:10][CH:9]=2)[C:3]=1[C:17]([NH2:19])=[O:18].[OH:20][C:21]1[CH:28]=[CH:27][C:24]([CH:25]=O)=[CH:23][CH:22]=1.N1CCCCC1, predict the reaction product. The product is: [CH3:16][N:14]([CH3:15])[C:11]1[CH:10]=[CH:9][C:8]([NH:7][C:4]2[C:3]([C:17]([NH2:19])=[O:18])=[C:2]([N:1]=[CH:25][C:24]3[CH:27]=[CH:28][C:21]([OH:20])=[CH:22][CH:23]=3)[NH:6][N:5]=2)=[CH:13][CH:12]=1. (4) Given the reactants [CH3:1][O:2][C:3](=[O:29])[C@H:4]([CH2:13][C:14]1[CH:19]=[CH:18][C:17]([C:20]2[C:21](=[O:28])[N:22]([CH3:27])[CH:23]=[C:24]([Br:26])[CH:25]=2)=[CH:16][CH:15]=1)[NH:5]C(OC(C)(C)C)=O.[ClH:30], predict the reaction product. The product is: [ClH:30].[CH3:1][O:2][C:3](=[O:29])[C@H:4]([CH2:13][C:14]1[CH:15]=[CH:16][C:17]([C:20]2[C:21](=[O:28])[N:22]([CH3:27])[CH:23]=[C:24]([Br:26])[CH:25]=2)=[CH:18][CH:19]=1)[NH2:5]. (5) Given the reactants [CH3:1][C:2]1[C:3]([C:12]2[CH:17]=[CH:16][CH:15]=[CH:14][CH:13]=2)=[N:4][O:5][C:6]=1[C:7]([O:9][CH2:10][CH3:11])=[O:8].C1C(=O)N([Br:25])C(=O)C1.C(OOC(=O)C1C=CC=CC=1)(=O)C1C=CC=CC=1.C(Cl)(Cl)(Cl)Cl, predict the reaction product. The product is: [Br:25][CH2:1][C:2]1[C:3]([C:12]2[CH:17]=[CH:16][CH:15]=[CH:14][CH:13]=2)=[N:4][O:5][C:6]=1[C:7]([O:9][CH2:10][CH3:11])=[O:8]. (6) The product is: [OH:8][C:9]1[CH:18]=[CH:17][CH:16]=[C:15]2[C:10]=1[C:11](=[O:27])[CH:12]=[C:13]([CH:19]=[CH:20][C:21]1[CH:26]=[CH:25][CH:24]=[CH:23][CH:22]=1)[O:14]2. Given the reactants C([O:8][C:9]1[CH:18]=[CH:17][CH:16]=[C:15]2[C:10]=1[C:11](=[O:27])[CH:12]=[C:13]([CH:19]=[CH:20][C:21]1[CH:26]=[CH:25][CH:24]=[CH:23][CH:22]=1)[O:14]2)C1C=CC=CC=1.B(Br)(Br)Br, predict the reaction product. (7) Given the reactants [CH3:1][C:2]1[N:7]=[CH:6][C:5]([OH:8])=[CH:4][CH:3]=1.[H-].[Na+].FC(F)(F)S(O[C:17]1[C:26]2[C:25](=[O:27])[N:24]([CH2:28][C:29]3[CH:34]=[CH:33][C:32]([O:35][CH3:36])=[CH:31][CH:30]=3)[C:23](=[O:37])[N:22]([C:38]3[CH:43]=[CH:42][C:41]([I:44])=[CH:40][C:39]=3[F:45])[C:21]=2[N:20]([CH3:46])[C:19](=[O:47])[CH:18]=1)(=O)=O, predict the reaction product. The product is: [CH3:1][C:2]1[N:7]=[CH:6][C:5]([O:8][C:17]2[C:26]3[C:25](=[O:27])[N:24]([CH2:28][C:29]4[CH:30]=[CH:31][C:32]([O:35][CH3:36])=[CH:33][CH:34]=4)[C:23](=[O:37])[N:22]([C:38]4[CH:43]=[CH:42][C:41]([I:44])=[CH:40][C:39]=4[F:45])[C:21]=3[N:20]([CH3:46])[C:19](=[O:47])[CH:18]=2)=[CH:4][CH:3]=1. (8) Given the reactants CC([O-])(C)C.[Na+].[O-]P([O-])([O-])=O.[K+].[K+].[K+].Br[C:16]1[CH:21]=[CH:20][C:19]([C:22]([CH3:25])([CH3:24])[CH3:23])=[CH:18][CH:17]=1.[CH3:26][O:27][C:28]1[CH:33]=[CH:32][C:31]([NH2:34])=[CH:30][CH:29]=1, predict the reaction product. The product is: [C:22]([C:19]1[CH:20]=[CH:21][C:16]([NH:34][C:31]2[CH:32]=[CH:33][C:28]([O:27][CH3:26])=[CH:29][CH:30]=2)=[CH:17][CH:18]=1)([CH3:25])([CH3:24])[CH3:23]. (9) Given the reactants [CH3:1][CH:2]([CH3:6])[CH2:3][CH:4]=O.[NH2:7][CH2:8][C:9]1[CH:10]=[C:11]([C:19]2[C:23]3[CH2:24][N:25]([S:28]([CH3:31])(=[O:30])=[O:29])[CH2:26][CH2:27][C:22]=3[N:21]([CH2:32][CH2:33][CH2:34][N:35]3[CH2:40][CH2:39][CH:38]([N:41]4[CH2:45][CH2:44][CH2:43][C:42]4=[O:46])[CH2:37][CH2:36]3)[N:20]=2)[CH:12]=[CH:13][C:14]=1[C:15]([F:18])([F:17])[F:16].[BH-](OC(C)=O)(OC(C)=O)OC(C)=O.[Na+].[OH-].[Na+], predict the reaction product. The product is: [CH3:31][S:28]([N:25]1[CH2:26][CH2:27][C:22]2[N:21]([CH2:32][CH2:33][CH2:34][N:35]3[CH2:36][CH2:37][CH:38]([N:41]4[CH2:45][CH2:44][CH2:43][C:42]4=[O:46])[CH2:39][CH2:40]3)[N:20]=[C:19]([C:11]3[CH:12]=[CH:13][C:14]([C:15]([F:18])([F:16])[F:17])=[C:9]([CH2:8][NH:7][CH2:4][CH2:3][CH:2]([CH3:6])[CH3:1])[CH:10]=3)[C:23]=2[CH2:24]1)(=[O:29])=[O:30].